This data is from Forward reaction prediction with 1.9M reactions from USPTO patents (1976-2016). The task is: Predict the product of the given reaction. (1) Given the reactants [C:1]([O:5][C:6](=[O:9])[CH2:7]Br)([CH3:4])([CH3:3])[CH3:2].[CH3:10][CH:11]([CH3:22])[CH2:12][CH2:13][O:14][C:15]1[CH:20]=[CH:19][C:18]([NH2:21])=[CH:17][CH:16]=1.C(=O)([O-])[O-].[K+].[K+], predict the reaction product. The product is: [CH3:10][CH:11]([CH3:22])[CH2:12][CH2:13][O:14][C:15]1[CH:16]=[CH:17][C:18]([NH:21][CH2:7][C:6]([O:5][C:1]([CH3:4])([CH3:3])[CH3:2])=[O:9])=[CH:19][CH:20]=1. (2) Given the reactants C(OCC)(=O)C.[Cl:7][C:8]1[CH:9]=[C:10]([CH:14]2[C:19]([C:20]([O:22]CC3C=CC=CC=3)=[O:21])=[C:18]([CH3:30])[NH:17][C:16](=[O:31])[N:15]2[C:32](=[O:49])[NH:33][CH2:34][CH2:35][CH:36]([C:43]2[CH:48]=[CH:47][CH:46]=[CH:45][CH:44]=2)[C:37]2[CH:42]=[CH:41][CH:40]=[CH:39][CH:38]=2)[CH:11]=[CH:12][CH:13]=1, predict the reaction product. The product is: [Cl:7][C:8]1[CH:9]=[C:10]([CH:14]2[C:19]([C:20]([OH:22])=[O:21])=[C:18]([CH3:30])[NH:17][C:16](=[O:31])[N:15]2[C:32](=[O:49])[NH:33][CH2:34][CH2:35][CH:36]([C:43]2[CH:44]=[CH:45][CH:46]=[CH:47][CH:48]=2)[C:37]2[CH:38]=[CH:39][CH:40]=[CH:41][CH:42]=2)[CH:11]=[CH:12][CH:13]=1. (3) Given the reactants [N+:1]([O-:4])([O-])=[O:2].[K+].[CH:6]1([C:12]2[NH:13][S:14](=[O:23])(=[O:22])[C:15]3[CH:21]=[CH:20][CH:19]=[CH:18][C:16]=3[N:17]=2)[CH2:11][CH2:10][CH2:9][CH2:8][CH2:7]1, predict the reaction product. The product is: [CH:6]1([C:12]2[NH:13][S:14](=[O:22])(=[O:23])[C:15]3[CH:21]=[C:20]([N+:1]([O-:4])=[O:2])[CH:19]=[CH:18][C:16]=3[N:17]=2)[CH2:7][CH2:8][CH2:9][CH2:10][CH2:11]1. (4) Given the reactants [C:1]([NH:4][C:5]1[S:6][C:7]([CH2:36][N:37]2[CH2:41][CH2:40][C@@H:39]([C:42]([O:44]C)=[O:43])[CH2:38]2)=[C:8]([CH2:10][CH2:11][C:12]2[CH:17]=[CH:16][C:15]([NH:18]/[C:19](/[NH:28][C:29]([O:31][C:32]([CH3:35])([CH3:34])[CH3:33])=[O:30])=[N:20]/[C:21]([O:23][C:24]([CH3:27])([CH3:26])[CH3:25])=[O:22])=[CH:14][CH:13]=2)[N:9]=1)(=[O:3])[CH3:2].[OH-].[Na+].Cl, predict the reaction product. The product is: [C:1]([NH:4][C:5]1[S:6][C:7]([CH2:36][N:37]2[CH2:41][CH2:40][C@@H:39]([C:42]([OH:44])=[O:43])[CH2:38]2)=[C:8]([CH2:10][CH2:11][C:12]2[CH:17]=[CH:16][C:15]([NH:18]/[C:19](/[NH:28][C:29]([O:31][C:32]([CH3:34])([CH3:35])[CH3:33])=[O:30])=[N:20]/[C:21]([O:23][C:24]([CH3:27])([CH3:25])[CH3:26])=[O:22])=[CH:14][CH:13]=2)[N:9]=1)(=[O:3])[CH3:2].